The task is: Predict the product of the given reaction.. This data is from Forward reaction prediction with 1.9M reactions from USPTO patents (1976-2016). (1) Given the reactants [NH2:1][C:2]1[C:10]2[C:5](=[N:6][CH:7]=[C:8]([Cl:26])[C:9]=2[N:11]2[CH2:16][CH2:15][CH2:14][C@@H:13]([N:17]([CH3:25])[C:18](=[O:24])[O:19][C:20]([CH3:23])([CH3:22])[CH3:21])[CH2:12]2)[NH:4][CH:3]=1.[C:27](Cl)(=[O:30])[CH2:28][CH3:29].[Li+].[OH-].O, predict the reaction product. The product is: [Cl:26][C:8]1[C:9]([N:11]2[CH2:16][CH2:15][CH2:14][C@@H:13]([N:17]([CH3:25])[C:18](=[O:24])[O:19][C:20]([CH3:21])([CH3:22])[CH3:23])[CH2:12]2)=[C:10]2[C:2]([NH:1][C:27](=[O:30])[CH2:28][CH3:29])=[CH:3][NH:4][C:5]2=[N:6][CH:7]=1. (2) The product is: [CH:40]1[CH:39]=[CH:38][C:37]([CH2:36][C:35]2[NH:34][C:33]3[C:32]4[CH:43]=[CH:44][C:45]([OH:47])=[CH:46][C:31]=4[CH:30]=[CH:29][C:28]=3[N:27]3[C:26]=2[N:25]=[C:16]([CH2:15][C:12]2[CH:11]=[CH:10][C:9]([OH:8])=[CH:14][CH:13]=2)[C:17]3=[O:21])=[CH:42][CH:41]=1. Given the reactants [Si]([O:8][C:9]1[CH:14]=[CH:13][C:12]([CH2:15][C:16](=O)[CH:17]([O:21]CC)OCC)=[CH:11][CH:10]=1)(C(C)(C)C)(C)C.[NH2:25][C:26]1[C:35]([CH2:36][C:37]2[CH:42]=[CH:41][CH:40]=[CH:39][CH:38]=2)=[N:34][C:33]2[C:32]3[CH:43]=[CH:44][C:45]([OH:47])=[CH:46][C:31]=3[CH:30]=[CH:29][C:28]=2[N:27]=1.Cl, predict the reaction product. (3) Given the reactants Br[C:2]1[CH:3]=[C:4]2[C:26](=[CH:27][CH:28]=1)[C:12]1[NH:13][C:14]([C:16]3[C:23]([C:24]#[N:25])=[CH:22][CH:21]=[CH:20][C:17]=3[C:18]#[N:19])=[N:15][C:11]=1[C:10]1[CH:9]=[CH:8][C:7]([Cl:29])=[CH:6][C:5]2=1.[CH3:30][C:31]([OH:35])([C:33]#[CH:34])[CH3:32].C(NC(C)C)(C)C.O, predict the reaction product. The product is: [Cl:29][C:7]1[CH:6]=[C:5]2[C:10](=[CH:9][CH:8]=1)[C:11]1[NH:15][C:14]([C:16]3[C:17]([C:18]#[N:19])=[CH:20][CH:21]=[CH:22][C:23]=3[C:24]#[N:25])=[N:13][C:12]=1[C:26]1[CH:27]=[CH:28][C:2]([C:34]#[C:33][C:31]([OH:35])([CH3:32])[CH3:30])=[CH:3][C:4]2=1. (4) Given the reactants C1(C)C=CC(S(O[CH2:11][C:12]([CH3:26])([CH3:25])[CH2:13][O:14][S:15]([C:18]2[CH:23]=[CH:22][C:21]([CH3:24])=[CH:20][CH:19]=2)(=[O:17])=[O:16])(=O)=O)=CC=1.[C-:28]#[N:29].[K+].O, predict the reaction product. The product is: [C:28]([CH2:11][C:12]([CH3:25])([CH3:26])[CH2:13][O:14][S:15]([C:18]1[CH:19]=[CH:20][C:21]([CH3:24])=[CH:22][CH:23]=1)(=[O:16])=[O:17])#[N:29]. (5) Given the reactants Cl[C:2]1[CH:7]=[C:6]([Cl:8])[N:5]=[C:4]([N:9]2[C:21]3[CH:20]=[CH:19][CH:18]=[CH:17][C:16]=3[C:15]3[C:10]2=[CH:11][CH:12]=[CH:13][CH:14]=3)[N:3]=1.[C:22]1(B(O)O)[CH:27]=[CH:26][CH:25]=[CH:24][CH:23]=1.C([O-])(O)=O.[Na+], predict the reaction product. The product is: [Cl:8][C:6]1[CH:7]=[C:2]([C:22]2[CH:27]=[CH:26][CH:25]=[CH:24][CH:23]=2)[N:3]=[C:4]([N:9]2[C:10]3[CH:11]=[CH:12][CH:13]=[CH:14][C:15]=3[C:16]3[C:21]2=[CH:20][CH:19]=[CH:18][CH:17]=3)[N:5]=1. (6) Given the reactants [Br:1][C:2]1[CH:3]=[CH:4][C:5](=[O:9])[NH:6][C:7]=1[CH3:8].[Cl:10]N1C(=O)CCC1=O.C(=O)([O-])O.[Na+], predict the reaction product. The product is: [Br:1][C:2]1[CH:3]=[C:4]([Cl:10])[C:5](=[O:9])[NH:6][C:7]=1[CH3:8]. (7) Given the reactants [Br:1][C:2]1[CH:7]=[C:6]2[NH:8][C:9](=[O:29])[C:10]3([CH:15]([C:16]4[CH:21]=[CH:20][CH:19]=[C:18]([Cl:22])[CH:17]=4)[CH2:14][C:13](=[O:23])[NH:12][CH:11]3[C:24]3([CH2:27][CH3:28])[CH2:26][CH2:25]3)[C:5]2=[CH:4][CH:3]=1.[CH3:30][C:31]([O:34][C:35](O[C:35]([O:34][C:31]([CH3:33])([CH3:32])[CH3:30])=[O:36])=[O:36])([CH3:33])[CH3:32], predict the reaction product. The product is: [C:31]([O:34][C:35]([N:8]1[C:6]2[C:5](=[CH:4][CH:3]=[C:2]([Br:1])[CH:7]=2)[C:10]2([CH:15]([C:16]3[CH:21]=[CH:20][CH:19]=[C:18]([Cl:22])[CH:17]=3)[CH2:14][C:13](=[O:23])[NH:12][CH:11]2[C:24]2([CH2:27][CH3:28])[CH2:25][CH2:26]2)[C:9]1=[O:29])=[O:36])([CH3:33])([CH3:32])[CH3:30].